The task is: Regression. Given two drug SMILES strings and cell line genomic features, predict the synergy score measuring deviation from expected non-interaction effect.. This data is from NCI-60 drug combinations with 297,098 pairs across 59 cell lines. (1) Drug 1: C1CCN(CC1)CCOC2=CC=C(C=C2)C(=O)C3=C(SC4=C3C=CC(=C4)O)C5=CC=C(C=C5)O. Drug 2: C1CC(=O)NC(=O)C1N2CC3=C(C2=O)C=CC=C3N. Cell line: UACC62. Synergy scores: CSS=1.85, Synergy_ZIP=-0.354, Synergy_Bliss=0.107, Synergy_Loewe=-0.189, Synergy_HSA=-0.0373. (2) Drug 1: C1CC(C1)(C(=O)O)C(=O)O.[NH2-].[NH2-].[Pt+2]. Drug 2: CCCCC(=O)OCC(=O)C1(CC(C2=C(C1)C(=C3C(=C2O)C(=O)C4=C(C3=O)C=CC=C4OC)O)OC5CC(C(C(O5)C)O)NC(=O)C(F)(F)F)O. Cell line: A498. Synergy scores: CSS=43.5, Synergy_ZIP=10.8, Synergy_Bliss=12.4, Synergy_Loewe=-6.43, Synergy_HSA=8.72. (3) Cell line: LOX IMVI. Synergy scores: CSS=27.1, Synergy_ZIP=-10.6, Synergy_Bliss=-4.38, Synergy_Loewe=-6.97, Synergy_HSA=-1.37. Drug 1: CC1C(C(CC(O1)OC2CC(CC3=C2C(=C4C(=C3O)C(=O)C5=C(C4=O)C(=CC=C5)OC)O)(C(=O)C)O)N)O.Cl. Drug 2: CN(CCCl)CCCl.Cl. (4) Drug 1: C1=NC2=C(N1)C(=S)N=CN2. Drug 2: CCC1(C2=C(COC1=O)C(=O)N3CC4=CC5=C(C=CC(=C5CN(C)C)O)N=C4C3=C2)O.Cl. Cell line: COLO 205. Synergy scores: CSS=49.5, Synergy_ZIP=-6.98, Synergy_Bliss=-10.4, Synergy_Loewe=-6.14, Synergy_HSA=-4.40. (5) Drug 1: CCCS(=O)(=O)NC1=C(C(=C(C=C1)F)C(=O)C2=CNC3=C2C=C(C=N3)C4=CC=C(C=C4)Cl)F. Drug 2: CC1=C(C=C(C=C1)C(=O)NC2=CC(=CC(=C2)C(F)(F)F)N3C=C(N=C3)C)NC4=NC=CC(=N4)C5=CN=CC=C5. Cell line: SK-MEL-5. Synergy scores: CSS=32.2, Synergy_ZIP=2.17, Synergy_Bliss=2.65, Synergy_Loewe=-5.88, Synergy_HSA=0.502. (6) Drug 1: CCCCC(=O)OCC(=O)C1(CC(C2=C(C1)C(=C3C(=C2O)C(=O)C4=C(C3=O)C=CC=C4OC)O)OC5CC(C(C(O5)C)O)NC(=O)C(F)(F)F)O. Drug 2: CC1C(C(CC(O1)OC2CC(CC3=C2C(=C4C(=C3O)C(=O)C5=CC=CC=C5C4=O)O)(C(=O)C)O)N)O. Cell line: HT29. Synergy scores: CSS=35.9, Synergy_ZIP=6.42, Synergy_Bliss=7.43, Synergy_Loewe=-7.10, Synergy_HSA=5.71.